Task: Predict which catalyst facilitates the given reaction.. Dataset: Catalyst prediction with 721,799 reactions and 888 catalyst types from USPTO (1) Reactant: C(OC([N:8]1[CH2:12][CH2:11][C@@H:10]([NH:13][C:14]2[C:38]([CH3:39])=[CH:37][C:17]3[N:18]=[C:19]4[C:24]([N:25]([CH2:26][CH2:27][CH2:28][CH2:29][CH2:30][CH2:31][C:32]([OH:34])=[O:33])[C:16]=3[CH:15]=2)=[N:23][C:22](=[O:35])[NH:21][C:20]4=[O:36])[CH2:9]1)=O)(C)(C)C.[C:40]([OH:46])([C:42]([F:45])([F:44])[F:43])=[O:41]. Product: [F:43][C:42]([F:45])([F:44])[C:40]([OH:46])=[O:41].[CH3:39][C:38]1[C:14]([NH:13][C@@H:10]2[CH2:11][CH2:12][NH:8][CH2:9]2)=[CH:15][C:16]2[N:25]([CH2:26][CH2:27][CH2:28][CH2:29][CH2:30][CH2:31][C:32]([OH:34])=[O:33])[C:24]3[C:19]([C:20](=[O:36])[NH:21][C:22](=[O:35])[N:23]=3)=[N:18][C:17]=2[CH:37]=1. The catalyst class is: 6. (2) Reactant: [CH2:1]([O:8][C:9]1[C:18](=[O:19])[N:17]2[C:12]([C:13]([CH3:21])([CH3:20])[O:14][CH2:15][CH2:16]2)=[N:11][C:10]=1[C:22]([NH:24][CH2:25][C:26]1[CH:35]=[CH:34][C:33]([F:36])=[CH:32][C:27]=1[C:28]([O:30]C)=[O:29])=[O:23])[C:2]1[CH:7]=[CH:6][CH:5]=[CH:4][CH:3]=1.CC#N.[OH-].[Na+]. Product: [CH2:1]([O:8][C:9]1[C:18](=[O:19])[N:17]2[C:12]([C:13]([CH3:21])([CH3:20])[O:14][CH2:15][CH2:16]2)=[N:11][C:10]=1[C:22]([NH:24][CH2:25][C:26]1[CH:35]=[CH:34][C:33]([F:36])=[CH:32][C:27]=1[C:28]([OH:30])=[O:29])=[O:23])[C:2]1[CH:7]=[CH:6][CH:5]=[CH:4][CH:3]=1. The catalyst class is: 5. (3) Reactant: [Br:1][C:2]1[CH:11]=[CH:10][C:9](I)=[CH:8][C:3]=1[C:4]([O:6][CH3:7])=[O:5].[CH3:13][C:14]1[CH:15]=[C:16](B(O)O)[CH:17]=[N:18][CH:19]=1.C([O-])([O-])=O.[Cs+].[Cs+]. Product: [Br:1][C:2]1[CH:11]=[CH:10][C:9]([C:16]2[CH:17]=[N:18][CH:19]=[C:14]([CH3:13])[CH:15]=2)=[CH:8][C:3]=1[C:4]([O:6][CH3:7])=[O:5]. The catalyst class is: 151. (4) Reactant: [F:1][C:2]1[CH:7]=[CH:6][C:5]([N+:8]([O-])=O)=[CH:4][C:3]=1[CH3:11].ClCCl.C(N(CC)CC)C.[F:22][C:23]([F:34])([F:33])[C:24](O[C:24](=[O:25])[C:23]([F:34])([F:33])[F:22])=[O:25]. Product: [F:22][C:23]([F:34])([F:33])[C:24]([NH:8][C:5]1[CH:6]=[CH:7][C:2]([F:1])=[C:3]([CH3:11])[CH:4]=1)=[O:25]. The catalyst class is: 19. (5) Reactant: C([O:3][C:4](=[O:26])[CH2:5][C:6]1[N:14]2[C:9]([CH:10]=[CH:11][CH:12]=[CH:13]2)=[C:8]([S:15][C:16]2[S:17][C:18]3[CH:24]=[CH:23][CH:22]=[CH:21][C:19]=3[N:20]=2)[C:7]=1[CH3:25])C.CO.[OH-].[Na+].Cl. Product: [S:17]1[C:18]2[CH:24]=[CH:23][CH:22]=[CH:21][C:19]=2[N:20]=[C:16]1[S:15][C:8]1[C:7]([CH3:25])=[C:6]([CH2:5][C:4]([OH:26])=[O:3])[N:14]2[C:9]=1[CH:10]=[CH:11][CH:12]=[CH:13]2. The catalyst class is: 6. (6) Reactant: Cl.[CH2:2]([O:9][C:10]1[CH:15]=[CH:14][N:13]([C:16]2[CH:24]=[C:23]3[C:19]([C:20]4[CH2:29][CH2:28][NH:27][CH:26]([CH3:30])[C:21]=4[N:22]3[CH3:25])=[CH:18][CH:17]=2)[C:12](=[O:31])[CH:11]=1)[C:3]1[CH:8]=[CH:7][CH:6]=[CH:5][CH:4]=1.C=O.[BH-](OC(C)=O)(OC(C)=O)O[C:36](C)=O.[Na+]. Product: [CH2:2]([O:9][C:10]1[CH:15]=[CH:14][N:13]([C:16]2[CH:24]=[C:23]3[C:19]([C:20]4[CH2:29][CH2:28][N:27]([CH3:36])[CH:26]([CH3:30])[C:21]=4[N:22]3[CH3:25])=[CH:18][CH:17]=2)[C:12](=[O:31])[CH:11]=1)[C:3]1[CH:4]=[CH:5][CH:6]=[CH:7][CH:8]=1. The catalyst class is: 5. (7) Reactant: Br[C:2]1[CH:7]=[C:6]([CH2:8][N:9]([CH:18]([CH3:20])[CH3:19])[C:10]([C:12]2[N:13]=[CH:14][N:15]([CH3:17])[CH:16]=2)=[O:11])[CH:5]=[CH:4][N:3]=1.[F:21][C:22]([F:34])([F:33])[O:23][C:24]1[CH:29]=[CH:28][C:27](B(O)O)=[CH:26][CH:25]=1.C(=O)([O-])[O-].[K+].[K+].CN(C)C=O.C(Cl)(Cl)[Cl:47]. Product: [ClH:47].[ClH:47].[CH3:17][N:15]1[CH:16]=[C:12]([C:10]([N:9]([CH:18]([CH3:20])[CH3:19])[CH2:8][C:6]2[CH:5]=[CH:4][N:3]=[C:2]([C:27]3[CH:26]=[CH:25][C:24]([O:23][C:22]([F:21])([F:33])[F:34])=[CH:29][CH:28]=3)[CH:7]=2)=[O:11])[N:13]=[CH:14]1. The catalyst class is: 461.